This data is from Reaction yield outcomes from USPTO patents with 853,638 reactions. The task is: Predict the reaction yield, written as a fraction of the theoretical maximum amount of product (1.0 means a 100% yield; for example, 0.34 means a 34% yield). (1) The reactants are [Na].[Cl:2][C:3]1[CH:8]=[CH:7][C:6](/[CH:9]=[CH:10]/[C:11](=[O:13])[CH3:12])=[C:5]([F:14])[C:4]=1[O:15][CH3:16].[C:17](OCC)(=[O:23])[C:18]([O:20][CH2:21][CH3:22])=[O:19]. No catalyst specified. The product is [CH2:21]([O:20][C:18](=[O:19])[C:17](=[O:23])[CH2:12][C:11](=[O:13])/[CH:10]=[CH:9]/[C:6]1[CH:7]=[CH:8][C:3]([Cl:2])=[C:4]([O:15][CH3:16])[C:5]=1[F:14])[CH3:22]. The yield is 0.930. (2) The reactants are [F:1][C:2]1[CH:7]=[CH:6][CH:5]=[CH:4][C:3]=1[N:8]1[C:12]([CH2:13][O:14][C:15]2[CH:23]=[CH:22][C:18]([C:19]([OH:21])=O)=[CH:17][N:16]=2)=[C:11]([CH3:24])[N:10]=[N:9]1.[NH2:25][N:26]1[CH2:31][CH2:30][O:29][CH2:28][CH2:27]1. The product is [F:1][C:2]1[CH:7]=[CH:6][CH:5]=[CH:4][C:3]=1[N:8]1[C:12]([CH2:13][O:14][C:15]2[CH:23]=[CH:22][C:18]([C:19]([NH:25][N:26]3[CH2:31][CH2:30][O:29][CH2:28][CH2:27]3)=[O:21])=[CH:17][N:16]=2)=[C:11]([CH3:24])[N:10]=[N:9]1. No catalyst specified. The yield is 0.660. (3) The product is [NH2:1][C:2]1[C:7]([CH3:8])=[CH:6][CH:5]=[CH:4][C:3]=1[O:9][CH2:11][C:12]#[N:13]. The yield is 0.510. No catalyst specified. The reactants are [NH2:1][C:2]1[C:7]([CH3:8])=[CH:6][CH:5]=[CH:4][C:3]=1[OH:9].Cl[CH2:11][C:12]#[N:13].C([O-])([O-])=O.[K+].[K+].CC(C)=O. (4) The reactants are [H-].[Na+].[CH2:3]([O:5][C:6]([C:8]1[NH:9][C:10]2[C:15]([CH:16]=1)=[C:14]([Br:17])[CH:13]=[CH:12][CH:11]=2)=[O:7])[CH3:4].Cl[CH2:19][C:20]#[N:21]. The catalyst is CN(C)C=O. The product is [CH2:3]([O:5][C:6]([C:8]1[N:9]([CH2:19][C:20]#[N:21])[C:10]2[C:15]([CH:16]=1)=[C:14]([Br:17])[CH:13]=[CH:12][CH:11]=2)=[O:7])[CH3:4]. The yield is 0.710. (5) The reactants are [CH2:1]([Li])CCC.C1COCC1.[I-].C[P+](C1C=CC=CC=1)(C1C=CC=CC=1)C1C=CC=CC=1.[F:32][C:33]1[C:45]([CH:46]=O)=[C:44]([F:48])[CH:43]=[CH:42][C:34]=1[C:35]([O:37][C:38]([CH3:41])([CH3:40])[CH3:39])=[O:36].[Cl-].[NH4+]. The catalyst is C1COCC1. The product is [F:32][C:33]1[C:45]([CH:46]=[CH2:1])=[C:44]([F:48])[CH:43]=[CH:42][C:34]=1[C:35]([O:37][C:38]([CH3:41])([CH3:40])[CH3:39])=[O:36]. The yield is 0.500. (6) The reactants are C(NC(C)C)(C)C.[Li]CCCC.[CH2:13]([O:20][C:21]1[CH:26]=[CH:25][C:24]([F:27])=[C:23]([F:28])[C:22]=1[F:29])[C:14]1[CH:19]=[CH:18][CH:17]=[CH:16][CH:15]=1.[C:30](=[O:32])=[O:31]. The catalyst is C1COCC1. The product is [CH2:13]([O:20][C:21]1[C:22]([F:29])=[C:23]([F:28])[C:24]([F:27])=[C:25]([CH:26]=1)[C:30]([OH:32])=[O:31])[C:14]1[CH:15]=[CH:16][CH:17]=[CH:18][CH:19]=1. The yield is 0.820. (7) The reactants are [NH:1]1[CH2:6][CH2:5][NH:4][CH2:3][CH2:2]1.Cl[C:8]1[C:9]2[N:17]=[C:16]([Cl:18])[CH:15]=[CH:14][C:10]=2[N:11]=[CH:12][N:13]=1. The catalyst is O1CCOCC1. The product is [N:1]1([C:8]2[C:9]3[N:17]=[C:16]([Cl:18])[CH:15]=[CH:14][C:10]=3[N:11]=[CH:12][N:13]=2)[CH2:6][CH2:5][NH:4][CH2:3][CH2:2]1. The yield is 0.760. (8) The reactants are [F-].C([N+](CCCC)(CCCC)CCCC)CCC.[Si]([O:26][C@@H:27]([C@@H:29]([N:36]1[CH:44]=[N:43][C:42]2[C:37]1=[N:38][CH:39]=[N:40][C:41]=2[O:45][CH3:46])[CH2:30][CH2:31][CH2:32][CH2:33][CH2:34][CH3:35])[CH3:28])(C(C)(C)C)(C)C.ClCCl.CO. The catalyst is O1CCCC1.C(OCC)(=O)C. The product is [CH3:46][O:45][C:41]1[N:40]=[CH:39][N:38]=[C:37]2[C:42]=1[N:43]=[CH:44][N:36]2[C@@H:29]([CH2:30][CH2:31][CH2:32][CH2:33][CH2:34][CH3:35])[C@H:27]([OH:26])[CH3:28]. The yield is 0.930. (9) The reactants are [CH:1]1([C:4]([NH:6][C:7]2[N:8]=[C:9]3[CH:14]=[CH:13][C:12]([S:15][C:16]4[CH:24]=[CH:23][CH:22]=[CH:21][C:17]=4[C:18](O)=[O:19])=[N:11][N:10]3[CH:25]=2)=[O:5])[CH2:3][CH2:2]1.[F:26][C:27]([F:36])([F:35])[C:28]1[CH:29]=[C:30]([CH:32]=[CH:33][CH:34]=1)[NH2:31].F[P-](F)(F)(F)(F)F.N1(OC(N(C)C)=[N+](C)C)C2N=CC=CC=2N=N1.C(N(CC)C(C)C)(C)C. The catalyst is CN(C)C=O. The product is [CH:1]1([C:4]([NH:6][C:7]2[N:8]=[C:9]3[CH:14]=[CH:13][C:12]([S:15][C:16]4[CH:24]=[CH:23][CH:22]=[CH:21][C:17]=4[C:18]([NH:31][C:30]4[CH:32]=[CH:33][CH:34]=[C:28]([C:27]([F:26])([F:35])[F:36])[CH:29]=4)=[O:19])=[N:11][N:10]3[CH:25]=2)=[O:5])[CH2:2][CH2:3]1. The yield is 0.990.